Dataset: Forward reaction prediction with 1.9M reactions from USPTO patents (1976-2016). Task: Predict the product of the given reaction. Given the reactants Br[C:2]1[CH:11]=[CH:10][C:5]([C:6]([O:8]C)=[O:7])=[CH:4][C:3]=1[CH3:12].[CH:13]1([CH:18]2[CH2:26][C:25]3[C:20](=[C:21]([CH3:29])[C:22]([CH3:28])=[C:23]([OH:27])[CH:24]=3)[C:19]2=[O:30])[CH2:17][CH2:16][CH2:15][CH2:14]1, predict the reaction product. The product is: [CH:13]1([CH:18]2[CH2:26][C:25]3[C:20](=[C:21]([CH3:29])[C:22]([CH3:28])=[C:23]([O:27][CH2:12][C:3]4[CH:2]=[C:11]([C:2]5[CH:11]=[CH:10][C:5]([C:6]([OH:8])=[O:7])=[CH:4][C:3]=5[CH3:12])[CH:10]=[CH:5][CH:4]=4)[CH:24]=3)[C:19]2=[O:30])[CH2:14][CH2:15][CH2:16][CH2:17]1.